Dataset: Catalyst prediction with 721,799 reactions and 888 catalyst types from USPTO. Task: Predict which catalyst facilitates the given reaction. (1) Reactant: [CH3:1][C:2]1([C:18]([O:20][CH2:21][CH3:22])=[O:19])[CH2:7][CH2:6][N:5](C(OCC2C=CC=CC=2)=O)[CH2:4][CH2:3]1.[H][H]. Product: [CH3:1][C:2]1([C:18]([O:20][CH2:21][CH3:22])=[O:19])[CH2:7][CH2:6][NH:5][CH2:4][CH2:3]1. The catalyst class is: 293. (2) Reactant: [NH2:1][C:2]1[CH:3]=[C:4]([CH:28]2[CH2:30][CH2:29]2)[C:5]([C:18]2[CH:19]=[C:20]3[C:25](=[CH:26][CH:27]=2)[O:24][CH2:23][CH2:22][CH2:21]3)=[C:6]([CH:9]([O:14][CH:15]2[CH2:17][CH2:16]2)[C:10]([O:12][CH3:13])=[O:11])[C:7]=1[CH3:8].N1C=CC=CC=1.[CH3:37][S:38](Cl)(=[O:40])=[O:39]. Product: [O:24]1[C:25]2[C:20](=[CH:19][C:18]([C:5]3[C:4]([CH:28]4[CH2:30][CH2:29]4)=[CH:3][C:2]([NH:1][S:38]([CH3:37])(=[O:40])=[O:39])=[C:7]([CH3:8])[C:6]=3[CH:9]([O:14][CH:15]3[CH2:16][CH2:17]3)[C:10]([O:12][CH3:13])=[O:11])=[CH:27][CH:26]=2)[CH2:21][CH2:22][CH2:23]1. The catalyst class is: 4. (3) Reactant: C([O:4][C@@H:5]1[C@@H:10]([O:11]C(=O)C)[C@H:9]([O:15]C(=O)C)[C@@H:8]([CH2:19][O:20]C(=O)C)[O:7][C@H:6]1[C:24]1[CH:29]=[C:28]([CH2:30][C:31]2[CH:36]=[CH:35][C:34]([CH2:37][CH2:38][NH:39][C:40]([NH:42][C:43]([CH2:48][OH:49])([CH2:46][OH:47])[CH2:44][OH:45])=[O:41])=[CH:33][CH:32]=2)[C:27]([CH3:50])=[CH:26][C:25]=1[O:51]C(=O)C)(=O)C.C[O-].[Na+]. Product: [OH:47][CH2:46][C:43]([NH:42][C:40]([NH:39][CH2:38][CH2:37][C:34]1[CH:35]=[CH:36][C:31]([CH2:30][C:28]2[C:27]([CH3:50])=[CH:26][C:25]([OH:51])=[C:24]([C@@H:6]3[O:7][C@H:8]([CH2:19][OH:20])[C@@H:9]([OH:15])[C@H:10]([OH:11])[C@H:5]3[OH:4])[CH:29]=2)=[CH:32][CH:33]=1)=[O:41])([CH2:48][OH:49])[CH2:44][OH:45]. The catalyst class is: 5. (4) Reactant: F[C:2]1[CH:7]=[C:6]([N+:8]([O-:10])=[O:9])[C:5]([F:11])=[CH:4][C:3]=1[N+:12]([O-:14])=[O:13].[CH2:15]([NH2:18])[CH2:16][CH3:17]. Product: [F:11][C:5]1[C:6]([N+:8]([O-:10])=[O:9])=[CH:7][C:2]([NH:18][CH2:15][CH2:16][CH3:17])=[C:3]([N+:12]([O-:14])=[O:13])[CH:4]=1. The catalyst class is: 7. (5) Reactant: CC(OI1(OC(C)=O)(OC(C)=O)OC(=O)C2C=CC=CC1=2)=O.[OH:23][CH2:24][CH2:25][CH2:26][CH2:27][CH2:28][CH2:29][CH2:30][CH2:31][CH2:32][N:33]([CH3:56])[C@H:34]1[C@H:38]2[CH2:39][CH2:40][C@@H:35]1[C@H:36]([O:41][C:42](=[O:55])[C:43]([OH:54])([C:49]1[S:50][CH:51]=[CH:52][CH:53]=1)[C:44]1[S:45][CH:46]=[CH:47][CH:48]=1)[CH2:37]2.C([O-])(O)=O.[Na+]. Product: [CH3:56][N:33]([CH2:32][CH2:31][CH2:30][CH2:29][CH2:28][CH2:27][CH2:26][CH2:25][CH:24]=[O:23])[C@H:34]1[C@H:38]2[CH2:39][CH2:40][C@@H:35]1[C@H:36]([O:41][C:42](=[O:55])[C:43]([OH:54])([C:49]1[S:50][CH:51]=[CH:52][CH:53]=1)[C:44]1[S:45][CH:46]=[CH:47][CH:48]=1)[CH2:37]2. The catalyst class is: 2.